This data is from Forward reaction prediction with 1.9M reactions from USPTO patents (1976-2016). The task is: Predict the product of the given reaction. (1) Given the reactants [Br:1][C:2]1[N:6]2[CH:7]=[C:8]([I:15])[CH:9]=[C:10]([C:11]([F:14])([F:13])[F:12])[C:5]2=[N:4][C:3]=1[C:16]([OH:18])=O.[NH:19]1[CH2:24][CH2:23][CH:22]([N:25]2[CH2:29][CH2:28][O:27][C:26]2=[O:30])[CH2:21][CH2:20]1.C(N(CC)C(C)C)(C)C.CN(C(ON1N=NC2C=CC=NC1=2)=[N+](C)C)C.F[P-](F)(F)(F)(F)F, predict the reaction product. The product is: [Br:1][C:2]1[N:6]2[CH:7]=[C:8]([I:15])[CH:9]=[C:10]([C:11]([F:12])([F:13])[F:14])[C:5]2=[N:4][C:3]=1[C:16]([N:19]1[CH2:20][CH2:21][CH:22]([N:25]2[CH2:29][CH2:28][O:27][C:26]2=[O:30])[CH2:23][CH2:24]1)=[O:18]. (2) Given the reactants [Si:1]([O:8][CH2:9][C:10]1[CH:16]=[C:15]([O:17][CH3:18])[CH:14]=[CH:13][C:11]=1[NH2:12])([C:4]([CH3:7])([CH3:6])[CH3:5])([CH3:3])[CH3:2].[F:19][C:20]([F:26])([F:25])[CH2:21][C:22](O)=[O:23].CCN=C=NCCCN(C)C.C1C=CC2N(O)N=NC=2C=1.CN1CCOCC1, predict the reaction product. The product is: [Si:1]([O:8][CH2:9][C:10]1[CH:16]=[C:15]([O:17][CH3:18])[CH:14]=[CH:13][C:11]=1[NH:12][C:22](=[O:23])[CH2:21][C:20]([F:26])([F:25])[F:19])([C:4]([CH3:7])([CH3:6])[CH3:5])([CH3:2])[CH3:3].